This data is from Catalyst prediction with 721,799 reactions and 888 catalyst types from USPTO. The task is: Predict which catalyst facilitates the given reaction. Reactant: [NH2:1][CH:2]([C:5]1[CH:10]=[CH:9][CH:8]=[C:7]([F:11])[C:6]=1[CH3:12])[CH2:3][OH:4].C([O-])(=O)C.[Na+].[N:18]#[C:19]Br. Product: [F:11][C:7]1[C:6]([CH3:12])=[C:5]([CH:2]2[CH2:3][O:4][C:19]([NH2:18])=[N:1]2)[CH:10]=[CH:9][CH:8]=1. The catalyst class is: 5.